This data is from Reaction yield outcomes from USPTO patents with 853,638 reactions. The task is: Predict the reaction yield, written as a fraction of the theoretical maximum amount of product (1.0 means a 100% yield; for example, 0.34 means a 34% yield). (1) The product is [F:1][C:2]1[CH:3]=[C:4]([C:28]2[C:29]([C:34]#[N:35])=[CH:30][CH:31]=[CH:32][CH:33]=2)[CH:5]=[CH:6][C:7]=1[CH2:8][C:9]1[C:14](=[O:15])[N:13]([C:16]2[CH:21]=[CH:20][C:19]([OH:22])=[CH:18][CH:17]=2)[C:12]([CH3:24])=[N:11][C:10]=1[CH2:25][CH2:26][CH3:27]. The reactants are [F:1][C:2]1[CH:3]=[C:4]([C:28]2[C:29]([C:34]#[N:35])=[CH:30][CH:31]=[CH:32][CH:33]=2)[CH:5]=[CH:6][C:7]=1[CH2:8][C:9]1[C:14](=[O:15])[N:13]([C:16]2[CH:21]=[CH:20][C:19]([O:22]C)=[CH:18][CH:17]=2)[C:12]([CH3:24])=[N:11][C:10]=1[CH2:25][CH2:26][CH3:27].BrB(Br)Br.C(OCC)(=O)C.O. The catalyst is C(Cl)Cl. The yield is 0.990. (2) The reactants are C([O:3][C:4](=O)[C:5]([N:8]1[CH2:13][CH2:12][CH:11]([C:14]2[CH:36]=[CH:35][C:17]3[C:18]4[N:22]([CH2:23][CH2:24][O:25][C:16]=3[CH:15]=2)[CH:21]=[C:20]([C:26]2[N:27]([CH:32]([CH3:34])[CH3:33])[N:28]=[C:29]([CH3:31])[N:30]=2)[N:19]=4)[CH2:10][CH2:9]1)([CH3:7])[CH3:6])C.[H-].[Al+3].[Li+].[H-].[H-].[H-]. The catalyst is C1COCC1. The product is [CH:32]([N:27]1[C:26]([C:20]2[N:19]=[C:18]3[C:17]4[CH:35]=[CH:36][C:14]([CH:11]5[CH2:10][CH2:9][N:8]([C:5]([CH3:7])([CH3:6])[CH2:4][OH:3])[CH2:13][CH2:12]5)=[CH:15][C:16]=4[O:25][CH2:24][CH2:23][N:22]3[CH:21]=2)=[N:30][C:29]([CH3:31])=[N:28]1)([CH3:34])[CH3:33]. The yield is 0.470. (3) The reactants are [CH3:1][C:2]1[C:7]([CH2:8][O:9][C:10]2[CH:11]=[CH:12][CH:13]=[C:14]3[C:19]=2[N:18]=[C:17]([CH3:20])[CH:16]=[CH:15]3)=[C:6]([CH3:21])[CH:5]=[CH:4][C:3]=1[N:22]1[CH2:26][CH2:25][CH2:24][C@@H:23]1[C:27](O)=[O:28].C(N(CC)CC)C.ClC(OCC(C)C)=O.[BH4-].[Na+]. The catalyst is O.C(OCC)(=O)C.C1COCC1. The product is [CH3:1][C:2]1[C:7]([CH2:8][O:9][C:10]2[CH:11]=[CH:12][CH:13]=[C:14]3[C:19]=2[N:18]=[C:17]([CH3:20])[CH:16]=[CH:15]3)=[C:6]([CH3:21])[CH:5]=[CH:4][C:3]=1[N:22]1[CH2:26][CH2:25][CH2:24][C@@H:23]1[CH2:27][OH:28]. The yield is 0.500. (4) The yield is 0.560. The product is [CH:22]1([O:13][C:14]2[CH:21]=[CH:20][C:17]([CH:18]=[O:19])=[CH:16][CH:15]=2)[CH2:26][CH2:25][CH2:24][CH2:23]1. The catalyst is O1CCCC1. The reactants are CCOC(/N=N/C(OCC)=O)=O.[OH:13][C:14]1[CH:21]=[CH:20][C:17]([CH:18]=[O:19])=[CH:16][CH:15]=1.[CH:22]1(O)[CH2:26][CH2:25][CH2:24][CH2:23]1.C1(P(C2C=CC=CC=2)C2C=CC=CC=2)C=CC=CC=1. (5) The product is [O:15]1[C:19]2[CH:20]=[CH:21][C:22]([C:2]3[N:7]=[N:6][C:5]([NH2:8])=[N:4][C:3]=3[C:9]3[CH:14]=[CH:13][CH:12]=[CH:11][CH:10]=3)=[CH:23][C:18]=2[CH:17]=[CH:16]1. The reactants are Br[C:2]1[N:7]=[N:6][C:5]([NH2:8])=[N:4][C:3]=1[C:9]1[CH:14]=[CH:13][CH:12]=[CH:11][CH:10]=1.[O:15]1[C:19]2[CH:20]=[CH:21][C:22](B(O)O)=[CH:23][C:18]=2[CH:17]=[CH:16]1. The yield is 0.470. No catalyst specified. (6) The reactants are [F-].C([N+](CCCC)(CCCC)CCCC)CCC.[Si]([O:36][CH2:37][CH2:38][O:39][CH2:40][C@H:41]([O:51][C:52]1[N:57]=[CH:56][N:55]=[C:54]2[N:58]([C:61]3[CH:66]=[CH:65][CH:64]=[CH:63][C:62]=3[C:67]([F:70])([F:69])[F:68])[N:59]=[CH:60][C:53]=12)[C:42]([NH:44][C:45]1[CH:50]=[CH:49][CH:48]=[CH:47][N:46]=1)=[O:43])(C(C)(C)C)(C1C=CC=CC=1)C1C=CC=CC=1. The catalyst is O1CCCC1. The product is [OH:36][CH2:37][CH2:38][O:39][CH2:40][C@H:41]([O:51][C:52]1[N:57]=[CH:56][N:55]=[C:54]2[N:58]([C:61]3[CH:66]=[CH:65][CH:64]=[CH:63][C:62]=3[C:67]([F:70])([F:68])[F:69])[N:59]=[CH:60][C:53]=12)[C:42]([NH:44][C:45]1[CH:50]=[CH:49][CH:48]=[CH:47][N:46]=1)=[O:43]. The yield is 0.363. (7) The reactants are [CH3:1][O:2][C:3](=[O:32])[CH:4]([N:17](C(OC(C)(C)C)=O)C(OC(C)(C)C)=O)[CH2:5][N:6]1[CH2:11][C:10]([CH3:13])([CH3:12])[C:9]2[NH:14][N:15]=[CH:16][C:8]=2[CH2:7]1.FC(F)(F)C(O)=O. The catalyst is C(Cl)Cl. The product is [CH3:1][O:2][C:3](=[O:32])[CH:4]([NH2:17])[CH2:5][N:6]1[CH2:11][C:10]([CH3:13])([CH3:12])[C:9]2[NH:14][N:15]=[CH:16][C:8]=2[CH2:7]1. The yield is 0.940.